From a dataset of Forward reaction prediction with 1.9M reactions from USPTO patents (1976-2016). Predict the product of the given reaction. Given the reactants [CH:1]1([CH:4]2[S:9][CH2:8][CH2:7][NH:6][CH2:5]2)[CH2:3][CH2:2]1.C([O-])([O-])=O.[K+].[K+].Br[CH2:17][C:18]1[CH:27]=[C:26]2[C:21]([C:22]([C:30]3[CH:31]=[N:32][N:33]([CH3:35])[CH:34]=3)=[CH:23][C:24]([C:28]#[N:29])=[N:25]2)=[CH:20][CH:19]=1, predict the reaction product. The product is: [CH:1]1([CH:4]2[CH2:5][N:6]([CH2:17][C:18]3[CH:27]=[C:26]4[C:21]([C:22]([C:30]5[CH:31]=[N:32][N:33]([CH3:35])[CH:34]=5)=[CH:23][C:24]([C:28]#[N:29])=[N:25]4)=[CH:20][CH:19]=3)[CH2:7][CH2:8][S:9]2)[CH2:3][CH2:2]1.